Dataset: Peptide-MHC class I binding affinity with 185,985 pairs from IEDB/IMGT. Task: Regression. Given a peptide amino acid sequence and an MHC pseudo amino acid sequence, predict their binding affinity value. This is MHC class I binding data. (1) The peptide sequence is PILPKLFIL. The MHC is HLA-B15:01 with pseudo-sequence HLA-B15:01. The binding affinity (normalized) is 0.0847. (2) The peptide sequence is MPIAAAIGT. The MHC is HLA-A03:01 with pseudo-sequence HLA-A03:01. The binding affinity (normalized) is 0.0847. (3) The binding affinity (normalized) is 0.485. The MHC is HLA-B58:01 with pseudo-sequence HLA-B58:01. The peptide sequence is PASIAARGYI. (4) The peptide sequence is VFTDNSSPPAV. The MHC is Patr-A0901 with pseudo-sequence Patr-A0901. The binding affinity (normalized) is 0.121. (5) The peptide sequence is EVNAHIHTM. The MHC is HLA-A02:03 with pseudo-sequence HLA-A02:03. The binding affinity (normalized) is 0.0847. (6) The peptide sequence is FLTIPPTAGI. The binding affinity (normalized) is 0.460. The MHC is HLA-B51:01 with pseudo-sequence HLA-B51:01.